Dataset: Ames mutagenicity test results for genotoxicity prediction. Task: Regression/Classification. Given a drug SMILES string, predict its toxicity properties. Task type varies by dataset: regression for continuous values (e.g., LD50, hERG inhibition percentage) or binary classification for toxic/non-toxic outcomes (e.g., AMES mutagenicity, cardiotoxicity, hepatotoxicity). Dataset: ames. (1) The compound is CN(C)C(=O)Nc1ccc(Cl)c(Cl)c1. The result is 1 (mutagenic). (2) The compound is O=Cc1ccc([N+](=O)[O-])cc1[N+](=O)[O-]. The result is 1 (mutagenic). (3) The molecule is CC(C)CC(C)N. The result is 0 (non-mutagenic). (4) The molecule is CCNc1ccccc1. The result is 0 (non-mutagenic). (5) The compound is Nc1cc(S(=O)(=O)O)ccc1O. The result is 0 (non-mutagenic). (6) The drug is C=C(C)C(=O)OCCOCCOC(=O)C(=C)C. The result is 0 (non-mutagenic). (7) The drug is Nc1cccc(O)c1[N+](=O)[O-]. The result is 0 (non-mutagenic). (8) The drug is Nc1ccccc1-c1ccccc1. The result is 1 (mutagenic).